Task: Predict the reaction yield, written as a fraction of the theoretical maximum amount of product (1.0 means a 100% yield; for example, 0.34 means a 34% yield).. Dataset: Reaction yield outcomes from USPTO patents with 853,638 reactions The reactants are [CH:1]([C@H:14]1[O:19][CH2:18][C@@H:17]([NH2:20])[CH2:16][CH2:15]1)([C:8]1[CH:13]=[CH:12][CH:11]=[CH:10][CH:9]=1)[C:2]1[CH:7]=[CH:6][CH:5]=[CH:4][CH:3]=1.[F:21][C:22]1[CH:23]=[C:24]([CH:27]=[CH:28][C:29]=1[F:30])[CH:25]=O.C(O)(=O)C.[BH3-]C#N.[Na+]. The yield is 0.800. The product is [CH:1]([C@H:14]1[O:19][CH2:18][C@@H:17]([NH:20][CH2:25][C:24]2[CH:27]=[CH:28][C:29]([F:30])=[C:22]([F:21])[CH:23]=2)[CH2:16][CH2:15]1)([C:8]1[CH:13]=[CH:12][CH:11]=[CH:10][CH:9]=1)[C:2]1[CH:3]=[CH:4][CH:5]=[CH:6][CH:7]=1. The catalyst is ClCCCl.CO.